Dataset: Forward reaction prediction with 1.9M reactions from USPTO patents (1976-2016). Task: Predict the product of the given reaction. (1) Given the reactants [CH2:1]([N:3](CC)[CH2:4]C)C.[CH2:8]([O:15][C:16](=[O:30])[CH2:17][C@H:18]([C:27](O)=[O:28])[NH:19][C:20]([O:22][C:23]([CH3:26])([CH3:25])[CH3:24])=[O:21])[C:9]1[CH:14]=[CH:13][CH:12]=[CH:11][CH:10]=1.ClC(OCC)=O.Cl.CNC, predict the reaction product. The product is: [CH2:8]([O:15][C:16](=[O:30])[CH2:17][C@@H:18]([NH:19][C:20]([O:22][C:23]([CH3:26])([CH3:25])[CH3:24])=[O:21])[C:27]([N:3]([CH3:4])[CH3:1])=[O:28])[C:9]1[CH:14]=[CH:13][CH:12]=[CH:11][CH:10]=1. (2) Given the reactants [CH3:1][C:2]1([CH3:31])[N:6]([C:7]2[S:8][C:9]3[CH:15]=[C:14]([CH2:16][N:17]4[C:21]5[CH:22]=[CH:23][C:24]([OH:26])=[CH:25][C:20]=5[N:19]=[CH:18]4)[CH:13]=[CH:12][C:10]=3[N:11]=2)[C@@H:5]2[CH2:27][CH2:28][CH2:29][CH2:30][C@H:4]2[O:3]1.I[CH2:33][CH2:34][N:35]1[CH2:40][CH2:39][O:38][CH2:37][CH2:36]1.C([O-])([O-])=O.[Cs+].[Cs+].CN1C(=O)CCC1, predict the reaction product. The product is: [CH3:1][C:2]1([CH3:31])[N:6]([C:7]2[S:8][C:9]3[CH:15]=[C:14]([CH2:16][N:17]4[C:21]5[CH:22]=[CH:23][C:24]([O:26][CH2:33][CH2:34][N:35]6[CH2:40][CH2:39][O:38][CH2:37][CH2:36]6)=[CH:25][C:20]=5[N:19]=[CH:18]4)[CH:13]=[CH:12][C:10]=3[N:11]=2)[C@@H:5]2[CH2:27][CH2:28][CH2:29][CH2:30][C@H:4]2[O:3]1.